Predict the reaction yield, written as a fraction of the theoretical maximum amount of product (1.0 means a 100% yield; for example, 0.34 means a 34% yield). From a dataset of Reaction yield outcomes from USPTO patents with 853,638 reactions. (1) The reactants are [N+:1]([C:4]1[CH:5]=[C:6]([CH:10]=[C:11]([C:13]([F:16])([F:15])[F:14])[CH:12]=1)[C:7]([OH:9])=O)([O-:3])=[O:2].F[P-](F)(F)(F)(F)F.N1(O[P+](N2CCCC2)(N2CCCC2)N2CCCC2)C2C=CC=CC=2N=N1.C(N(C(C)C)CC)(C)C.[CH2:59]([O:61][C:62]([C:64]1[CH:65]=[N:66][N:67]2[C:72]([C:73]3[CH:78]=[CH:77][CH:76]=[C:75]([NH2:79])[CH:74]=3)=[CH:71][CH:70]=[N:69][C:68]=12)=[O:63])[CH3:60]. The catalyst is CN(C=O)C. The product is [N+:1]([C:4]1[CH:5]=[C:6]([CH:10]=[C:11]([C:13]([F:16])([F:15])[F:14])[CH:12]=1)[C:7]([NH:79][C:75]1[CH:74]=[C:73]([C:72]2[N:67]3[N:66]=[CH:65][C:64]([C:62]([O:61][CH2:59][CH3:60])=[O:63])=[C:68]3[N:69]=[CH:70][CH:71]=2)[CH:78]=[CH:77][CH:76]=1)=[O:9])([O-:3])=[O:2]. The yield is 1.00. (2) The reactants are [CH3:1][S:2]([C:5]1[CH:10]=[CH:9][C:8]([CH2:11][CH2:12][CH2:13]O)=[CH:7][CH:6]=1)(=[O:4])=[O:3].CC(OI1(OC(C)=O)(OC(C)=O)OC(=O)C2C=CC=CC1=2)=O.I([O-])(=O)(=O)=O.[NH:42]1[CH2:47][CH2:46][CH2:45][C@@H:44]([CH2:48][N:49]2[CH2:54][CH2:53][N:52]([C:55]([O:57][CH2:58][C:59]3[CH:64]=[CH:63][CH:62]=[CH:61][CH:60]=3)=[O:56])[CH2:51][CH2:50]2)[CH2:43]1.CO. The product is [CH3:1][S:2]([C:5]1[CH:6]=[CH:7][C:8]([CH2:11][CH2:12][CH2:13][N:42]2[CH2:47][CH2:46][CH2:45][C@@H:44]([CH2:48][N:49]3[CH2:50][CH2:51][N:52]([C:55]([O:57][CH2:58][C:59]4[CH:60]=[CH:61][CH:62]=[CH:63][CH:64]=4)=[O:56])[CH2:53][CH2:54]3)[CH2:43]2)=[CH:9][CH:10]=1)(=[O:3])=[O:4]. The catalyst is C(Cl)Cl.S([O-])([O-])(=O)=O.[Mg+2]. The yield is 0.850. (3) The reactants are [CH2:1]([O:3][CH:4]([O:19][CH2:20][CH3:21])[C:5]1[CH:10]=[CH:9][C:8]([CH2:11][NH:12][CH:13]2[CH2:18][CH2:17][O:16][CH2:15][CH2:14]2)=[CH:7][CH:6]=1)[CH3:2].[CH3:22][C:23]([O:26][C:27](O[C:27]([O:26][C:23]([CH3:25])([CH3:24])[CH3:22])=[O:28])=[O:28])([CH3:25])[CH3:24].CCN(CC)CC. The catalyst is C(Cl)Cl. The product is [CH2:1]([O:3][CH:4]([O:19][CH2:20][CH3:21])[C:5]1[CH:6]=[CH:7][C:8]([CH2:11][N:12]([CH:13]2[CH2:14][CH2:15][O:16][CH2:17][CH2:18]2)[C:27](=[O:28])[O:26][C:23]([CH3:25])([CH3:24])[CH3:22])=[CH:9][CH:10]=1)[CH3:2]. The yield is 1.10.